This data is from Reaction yield outcomes from USPTO patents with 853,638 reactions. The task is: Predict the reaction yield, written as a fraction of the theoretical maximum amount of product (1.0 means a 100% yield; for example, 0.34 means a 34% yield). (1) The reactants are [C:1]1(B(O)O)[CH2:6][CH2:5][CH2:4][CH2:3][CH:2]=1.Br[C:11]1[CH:16]=[C:15]([C:17]2[CH2:18][CH2:19][N:20]([O:23][CH3:24])[CH2:21][CH:22]=2)[CH:14]=[CH:13][C:12]=1[NH2:25]. No catalyst specified. The product is [C:1]1([C:13]2[CH:14]=[C:15]([CH:17]3[CH2:22][CH2:21][N:20]([O:23][CH3:24])[CH2:19][CH2:18]3)[CH:16]=[CH:11][C:12]=2[NH2:25])[CH2:6][CH2:5][CH2:4][CH2:3][CH:2]=1. The yield is 0.740. (2) The reactants are [CH:1]1([C:7]2[S:8][CH:9]=[C:10]([C:12]3[CH:21]=[C:20]([OH:22])[C:19]4[C:14](=[C:15]([CH3:25])[C:16]([O:23][CH3:24])=[CH:17][CH:18]=4)[N:13]=3)[N:11]=2)[CH2:6][CH2:5][CH2:4][CH2:3][CH2:2]1.C(OC(C1CC(O)CC1C(=O)NC1(C(OCC)=O)CC1C=C)=O)(C)(C)C.[CH2:52]([O:54][C:55]([C:57]12[CH2:74][CH:73]1[CH:72]=[CH:71][CH2:70][CH2:69][CH2:68][CH2:67][N:66]([CH3:75])[C:65](=[O:76])[CH:64]1[CH:60]([CH2:61][CH:62](OC3C4C(=C(C)C(OC)=CC=4)N=C(C4C=CC=C(C)N=4)C=3)[CH2:63]1)[C:59](=[O:98])[NH:58]2)=[O:56])[CH3:53]. No catalyst specified. The product is [CH2:52]([O:54][C:55]([C:57]12[CH2:74][CH:73]1[CH:72]=[CH:71][CH2:70][CH2:69][CH2:68][CH2:67][N:66]([CH3:75])[C:65](=[O:76])[CH:64]1[CH:60]([CH2:61][CH:62]([O:22][C:20]3[C:19]4[C:14](=[C:15]([CH3:25])[C:16]([O:23][CH3:24])=[CH:17][CH:18]=4)[N:13]=[C:12]([C:10]4[N:11]=[C:7]([CH:1]5[CH2:2][CH2:3][CH2:4][CH2:5][CH2:6]5)[S:8][CH:9]=4)[CH:21]=3)[CH2:63]1)[C:59](=[O:98])[NH:58]2)=[O:56])[CH3:53]. The yield is 0.500. (3) The reactants are C(NC(C)C)(C)C.[Li]CCCC.[CH3:13][C:14]1[CH:23]=[CH:22][C:21]2[CH2:20][CH2:19][CH2:18][N:17]([C:24]([O:26][C:27]([CH3:30])([CH3:29])[CH3:28])=[O:25])[C:16]=2[N:15]=1.[CH2:31]([O:33][C:34](=O)[O:35]CC)[CH3:32]. The catalyst is C1COCC1. The product is [C:27]([O:26][C:24]([N:17]1[C:16]2[N:15]=[C:14]([CH2:13][C:34]([O:33][CH2:31][CH3:32])=[O:35])[CH:23]=[CH:22][C:21]=2[CH2:20][CH2:19][CH2:18]1)=[O:25])([CH3:30])([CH3:29])[CH3:28]. The yield is 0.910. (4) The yield is 0.830. The reactants are F[C:2]1[CH:3]=[C:4]([CH3:12])[C:5]([N+:9]([O-:11])=[O:10])=[C:6]([NH2:8])[CH:7]=1.[C:13]([N:20]1[CH2:25][CH2:24][NH:23][CH2:22][CH2:21]1)([O:15][C:16]([CH3:19])([CH3:18])[CH3:17])=[O:14].CN1CCOCC1. The product is [C:16]([O:15][C:13]([N:20]1[CH2:25][CH2:24][N:23]([C:2]2[CH:3]=[C:4]([CH3:12])[C:5]([N+:9]([O-:11])=[O:10])=[C:6]([NH2:8])[CH:7]=2)[CH2:22][CH2:21]1)=[O:14])([CH3:19])([CH3:17])[CH3:18]. The catalyst is CN1C(=O)CCC1.C(OCC)(=O)C. (5) The reactants are [Cl-].O[NH3+:3].[C:4](=[O:7])([O-])[OH:5].[Na+].CS(C)=O.[CH2:13]([C:17]1[N:18]=[C:19]([CH3:45])[N:20]([CH2:39][C:40]2([CH3:44])[CH2:43][O:42][CH2:41]2)[C:21](=[O:38])[C:22]=1[CH2:23][C:24]1[CH:29]=[CH:28][C:27]([C:30]2[C:31]([C:36]#[N:37])=[CH:32][CH:33]=[CH:34][CH:35]=2)=[CH:26][CH:25]=1)[CH2:14][CH2:15][CH3:16]. The catalyst is C(OCC)(=O)C. The product is [CH2:13]([C:17]1[N:18]=[C:19]([CH3:45])[N:20]([CH2:39][C:40]2([CH3:44])[CH2:41][O:42][CH2:43]2)[C:21](=[O:38])[C:22]=1[CH2:23][C:24]1[CH:25]=[CH:26][C:27]([C:30]2[CH:35]=[CH:34][CH:33]=[CH:32][C:31]=2[C:36]2[NH:3][C:4](=[O:7])[O:5][N:37]=2)=[CH:28][CH:29]=1)[CH2:14][CH2:15][CH3:16]. The yield is 0.0500. (6) The reactants are [CH3:1][S:2](Cl)(=[O:4])=[O:3].[CH3:6][N:7]1[C:11]([C:12]2[CH:17]=[CH:16][N:15]=[C:14]([NH:18][C:19]3[CH:24]=[CH:23][C:22]([NH2:25])=[CH:21][CH:20]=3)[N:13]=2)=[CH:10][N:9]=[C:8]1[CH3:26].N1C=CC=CC=1. The catalyst is C(Cl)Cl. The product is [CH3:6][N:7]1[C:11]([C:12]2[CH:17]=[CH:16][N:15]=[C:14]([NH:18][C:19]3[CH:24]=[CH:23][C:22]([NH:25][S:2]([CH3:1])(=[O:4])=[O:3])=[CH:21][CH:20]=3)[N:13]=2)=[CH:10][N:9]=[C:8]1[CH3:26]. The yield is 0.650.